This data is from Forward reaction prediction with 1.9M reactions from USPTO patents (1976-2016). The task is: Predict the product of the given reaction. (1) The product is: [C:1]([N:9]1[CH2:22][CH2:21][C:20]2[C:19]3[C:18]([O:30][C:24]4[CH:29]=[CH:28][CH:27]=[CH:26][CH:25]=4)=[CH:17][CH:16]=[CH:15][C:14]=3[NH:13][C:12]=2[CH2:11][CH2:10]1)(=[O:8])[C:2]1[CH:7]=[CH:6][CH:5]=[CH:4][CH:3]=1. Given the reactants [C:1]([N:9]1[CH2:22][CH2:21][C:20]2[C:19]3[C:18](Br)=[CH:17][CH:16]=[CH:15][C:14]=3[NH:13][C:12]=2[CH2:11][CH2:10]1)(=[O:8])[C:2]1[CH:7]=[CH:6][CH:5]=[CH:4][CH:3]=1.[C:24]1([OH:30])[CH:29]=[CH:28][CH:27]=[CH:26][CH:25]=1.C(=O)([O-])[O-].[Cs+].[Cs+], predict the reaction product. (2) Given the reactants [Cl:1][C:2]1[CH:11]=[C:10]2[C:5]([CH:6]=[C:7]([C:12](OC)=[O:13])[N:8]=[CH:9]2)=[CH:4][CH:3]=1.[H-].[Li+].[Al+3].[H-].[H-].[H-].[OH-].[Na+], predict the reaction product. The product is: [Cl:1][C:2]1[CH:11]=[C:10]2[C:5]([CH:6]=[C:7]([CH2:12][OH:13])[N:8]=[CH:9]2)=[CH:4][CH:3]=1. (3) Given the reactants [Br:1][C:2]1[CH:7]=[C:6]([F:8])[CH:5]=[CH:4][C:3]=1[CH:9]1[N:14]=[C:13]([C:15]2[S:16][CH:17]=[CH:18][N:19]=2)[NH:12][C:11]([CH2:20][N:21]2[CH2:26][CH2:25][O:24][CH:23]([C:27]([OH:29])=O)[CH2:22]2)=[C:10]1[C:30]([O:32][CH2:33][CH3:34])=[O:31].[NH2:35][CH2:36][CH2:37][OH:38], predict the reaction product. The product is: [Br:1][C:2]1[CH:7]=[C:6]([F:8])[CH:5]=[CH:4][C:3]=1[CH:9]1[C:10]([C:30]([O:32][CH2:33][CH3:34])=[O:31])=[C:11]([CH2:20][N:21]2[CH2:26][CH2:25][O:24][CH:23]([C:27](=[O:29])[NH:35][CH2:36][CH2:37][OH:38])[CH2:22]2)[NH:12][C:13]([C:15]2[S:16][CH:17]=[CH:18][N:19]=2)=[N:14]1. (4) Given the reactants Cl.[CH:2]1([CH2:5]C(=N)OCC)[CH2:4][CH2:3]1.C(=O)([O-])[O-].[K+].[K+].Cl.[NH2:18][CH2:19][C:20]#[N:21].[CH3:22][CH2:23][O:24]CC, predict the reaction product. The product is: [CH2:23]([O:24][C:5]([CH:2]1[CH2:3][CH2:4]1)=[N:21][CH2:20][C:19]#[N:18])[CH3:22]. (5) Given the reactants [Cl:1][C:2]1[C:7]([C:8]2[N:9]=[N:10][N:11]([CH3:13])[N:12]=2)=[C:6](Cl)[N:5]=[CH:4][N:3]=1.[NH3:15], predict the reaction product. The product is: [Cl:1][C:2]1[N:3]=[CH:4][N:5]=[C:6]([NH2:15])[C:7]=1[C:8]1[N:9]=[N:10][N:11]([CH3:13])[N:12]=1. (6) Given the reactants [O:1]1[CH2:6][CH2:5][CH:4]([CH2:7][CH2:8]OS(C2C=CC(C)=CC=2)(=O)=O)[CH2:3][CH2:2]1.C[O-].[Na+].[CH2:23]([O:25][C:26](=[O:34])[C:27]([S:30]C(=O)C)([CH3:29])[CH3:28])[CH3:24], predict the reaction product. The product is: [CH2:23]([O:25][C:26](=[O:34])[C:27]([CH3:29])([S:30][CH2:8][CH2:7][CH:4]1[CH2:3][CH2:2][O:1][CH2:6][CH2:5]1)[CH3:28])[CH3:24].